Dataset: Forward reaction prediction with 1.9M reactions from USPTO patents (1976-2016). Task: Predict the product of the given reaction. (1) Given the reactants [F:1][C:2]1[CH:22]=[CH:21][CH:20]=[C:19]([F:23])[C:3]=1[CH2:4][O:5][C:6]1[C:7]2[N:8]([C:12]([C:16](O)=[O:17])=[C:13]([CH3:15])[N:14]=2)[CH:9]=[CH:10][CH:11]=1.Cl.[NH2:25][CH:26]([C:31]([O:33][CH3:34])=[O:32])[CH2:27][CH2:28][CH2:29][CH3:30].F[B-](F)(F)F.CN([CH+]N(C)C)C.CN1CCOCC1, predict the reaction product. The product is: [F:1][C:2]1[CH:22]=[CH:21][CH:20]=[C:19]([F:23])[C:3]=1[CH2:4][O:5][C:6]1[C:7]2[N:8]([C:12]([C:16]([NH:25][C@@H:26]([C:31]([O:33][CH3:34])=[O:32])[CH2:27][CH2:28][CH2:29][CH3:30])=[O:17])=[C:13]([CH3:15])[N:14]=2)[CH:9]=[CH:10][CH:11]=1. (2) Given the reactants [Cl:1][C:2]1[CH:3]=[CH:4][C:5]([N+:9]([O-:11])=[O:10])=[C:6]([CH:8]=1)[NH2:7].C1C(=O)N([Br:19])C(=O)C1.O, predict the reaction product. The product is: [Br:19][C:3]1[C:2]([Cl:1])=[CH:8][C:6]([NH2:7])=[C:5]([N+:9]([O-:11])=[O:10])[CH:4]=1. (3) Given the reactants [CH3:1][N:2]1[C:6]([NH2:7])=[CH:5][C:4]([C:8]2[CH:9]=[N:10][N:11]([CH3:13])[CH:12]=2)=[N:3]1.[OH-].[Na+].[C:16]1([O:22][C:23](Cl)=[O:24])[CH:21]=[CH:20][CH:19]=[CH:18][CH:17]=1, predict the reaction product. The product is: [CH3:1][N:2]1[C:6]([NH:7][C:23](=[O:24])[O:22][C:16]2[CH:21]=[CH:20][CH:19]=[CH:18][CH:17]=2)=[CH:5][C:4]([C:8]2[CH:9]=[N:10][N:11]([CH3:13])[CH:12]=2)=[N:3]1.